Dataset: Full USPTO retrosynthesis dataset with 1.9M reactions from patents (1976-2016). Task: Predict the reactants needed to synthesize the given product. (1) Given the product [CH3:21][C:22]1[O:9][C:8]([C:10]2[CH:15]=[CH:14][C:13]([O:16][C:17]([F:20])([F:19])[F:18])=[CH:12][CH:11]=2)=[CH:7][N:5]=1, predict the reactants needed to synthesize it. The reactants are: [Cl-].[Al+3].[Cl-].[Cl-].[N+:5](=[CH:7][C:8]([C:10]1[CH:15]=[CH:14][C:13]([O:16][C:17]([F:20])([F:19])[F:18])=[CH:12][CH:11]=1)=[O:9])=[N-].[CH3:21][CH2:22]OCC. (2) Given the product [C:38]([C:33]1[CH:34]=[C:35]2[C:30](=[C:31]([F:42])[CH:32]=1)[C:29](=[O:43])[N:28]([C:7]1[C:6]([CH2:5][OH:4])=[C:11]([C:12]3[N:13]=[C:14]([NH:20][C:21]4[CH:22]=[N:23][N:24]([CH2:26][CH3:27])[CH:25]=4)[C:15](=[O:19])[N:16]([CH3:18])[CH:17]=3)[CH:10]=[CH:9][N:8]=1)[N:37]=[CH:36]2)([CH3:41])([CH3:39])[CH3:40], predict the reactants needed to synthesize it. The reactants are: C([O:4][CH2:5][C:6]1[C:7]([N:28]2[N:37]=[CH:36][C:35]3[C:30](=[C:31]([F:42])[CH:32]=[C:33]([C:38]([CH3:41])([CH3:40])[CH3:39])[CH:34]=3)[C:29]2=[O:43])=[N:8][CH:9]=[CH:10][C:11]=1[C:12]1[N:13]=[C:14]([NH:20][C:21]2[CH:22]=[N:23][N:24]([CH2:26][CH3:27])[CH:25]=2)[C:15](=[O:19])[N:16]([CH3:18])[CH:17]=1)(=O)C.[OH-].[Li+].